Regression. Given a peptide amino acid sequence and an MHC pseudo amino acid sequence, predict their binding affinity value. This is MHC class I binding data. From a dataset of Peptide-MHC class I binding affinity with 185,985 pairs from IEDB/IMGT. The peptide sequence is ISEDMHTDK. The MHC is HLA-A68:02 with pseudo-sequence HLA-A68:02. The binding affinity (normalized) is 0.0847.